From a dataset of Full USPTO retrosynthesis dataset with 1.9M reactions from patents (1976-2016). Predict the reactants needed to synthesize the given product. Given the product [NH2:22][C:7]1[C:6]2[N:5]([C:4]([C@@H:12]3[CH2:20][CH2:19][C@@H:18]4[N:14]([C:15](=[O:21])[CH2:16][CH2:17]4)[CH2:13]3)=[N:3][C:2]=2[Br:1])[CH:10]=[CH:9][N:8]=1, predict the reactants needed to synthesize it. The reactants are: [Br:1][C:2]1[N:3]=[C:4]([C@@H:12]2[CH2:20][CH2:19][C@@H:18]3[N:14]([C:15](=[O:21])[CH2:16][CH2:17]3)[CH2:13]2)[N:5]2[CH:10]=[CH:9][N:8]=[C:7](Cl)[C:6]=12.[NH3:22].